From a dataset of Full USPTO retrosynthesis dataset with 1.9M reactions from patents (1976-2016). Predict the reactants needed to synthesize the given product. (1) Given the product [CH2:22]([N:21]([CH2:14][C:15]1[CH:20]=[CH:19][CH:18]=[CH:17][CH:16]=1)[CH2:12][CH:11]([OH:13])[CH2:10][O:9][C:6]1[CH:5]=[CH:4][C:3]([O:2][CH3:1])=[CH:8][CH:7]=1)[C:23]1[CH:28]=[CH:27][CH:26]=[CH:25][CH:24]=1, predict the reactants needed to synthesize it. The reactants are: [CH3:1][O:2][C:3]1[CH:8]=[CH:7][C:6]([O:9][CH2:10][CH:11]2[O:13][CH2:12]2)=[CH:5][CH:4]=1.[CH2:14]([NH:21][CH2:22][C:23]1[CH:28]=[CH:27][CH:26]=[CH:25][CH:24]=1)[C:15]1[CH:20]=[CH:19][CH:18]=[CH:17][CH:16]=1. (2) Given the product [C:35]([O:34][C:32]([N:30]1[CH2:31][C:28]2([C:24](=[N:23][O:22][CH3:21])[CH2:25][N:26]([C:11]3[C:12]([Cl:14])=[C:13]4[C:8]([C:7](=[O:17])[C:6]([C:18]([OH:20])=[O:19])=[CH:5][N:4]4[CH:1]4[CH2:3][CH2:2]4)=[CH:9][C:10]=3[F:16])[CH2:27]2)[CH2:29]1)=[O:33])([CH3:38])([CH3:37])[CH3:36], predict the reactants needed to synthesize it. The reactants are: [CH:1]1([N:4]2[C:13]3[C:8](=[CH:9][C:10]([F:16])=[C:11](F)[C:12]=3[Cl:14])[C:7](=[O:17])[C:6]([C:18]([OH:20])=[O:19])=[CH:5]2)[CH2:3][CH2:2]1.[CH3:21][O:22][N:23]=[C:24]1[C:28]2([CH2:31][N:30]([C:32]([O:34][C:35]([CH3:38])([CH3:37])[CH3:36])=[O:33])[CH2:29]2)[CH2:27][NH:26][CH2:25]1.C(#N)C. (3) Given the product [O:39]1[C:43]2[CH:44]=[CH:45][C:46]([CH2:48][N:49]3[C:57]4[C:52](=[CH:53][CH:54]=[CH:55][CH:56]=4)[C:51]([C:11]4[CH:19]=[CH:18][C:14]5[CH:15]=[CH:16][O:17][C:13]=5[CH:12]=4)([OH:58])[C:50]3=[O:59])=[CH:47][C:42]=2[O:41][CH2:40]1, predict the reactants needed to synthesize it. The reactants are: BrC1C=CC(OC)=NC=1.Br[C:11]1[CH:19]=[CH:18][C:14]2[CH:15]=[CH:16][O:17][C:13]=2[CH:12]=1.ClC1C=CC(CN2C3C(=CC=CC=3)C(=O)C2=O)=CC=1.[O:39]1[C:43]2[CH:44]=[CH:45][C:46]([CH2:48][N:49]3[C:57]4[C:52](=[CH:53][CH:54]=[CH:55][CH:56]=4)[C:51](=[O:58])[C:50]3=[O:59])=[CH:47][C:42]=2[O:41][CH2:40]1. (4) Given the product [Cl:1][C:2]1[CH:3]=[C:4]([C:9]2[CH:13]=[C:12]([C:14]([OH:16])=[O:15])[N:11]([CH2:21][C:22]3[CH:27]=[CH:26][C:25]([C:28]([O:30][CH3:31])=[O:29])=[CH:24][CH:23]=3)[N:10]=2)[CH:5]=[C:6]([Cl:8])[CH:7]=1, predict the reactants needed to synthesize it. The reactants are: [Cl:1][C:2]1[CH:3]=[C:4]([C:9]2[CH:13]=[C:12]([C:14]([O:16]C(C)(C)C)=[O:15])[N:11]([CH2:21][C:22]3[CH:27]=[CH:26][C:25]([C:28]([O:30][CH3:31])=[O:29])=[CH:24][CH:23]=3)[N:10]=2)[CH:5]=[C:6]([Cl:8])[CH:7]=1.FC(F)(F)C(O)=O.